Dataset: Catalyst prediction with 721,799 reactions and 888 catalyst types from USPTO. Task: Predict which catalyst facilitates the given reaction. Reactant: [CH3:1][N:2]([CH3:22])[C:3]1[C:4]2[S:17][C:16]3[CH:18]=[CH:19][CH:20]=[CH:21][C:15]=3[C:5]=2[N:6]=[C:7]([NH:9][C@H:10]2[CH2:14][CH2:13][NH:12][CH2:11]2)[N:8]=1.[F:23][C:24]([F:37])([F:36])[O:25][C:26]1[CH:31]=[CH:30][C:29]([CH2:32][C:33](O)=[O:34])=[CH:28][CH:27]=1.C1C=CC2N(O)N=NC=2C=1.CCN=C=NCCCN(C)C.Cl. Product: [CH3:1][N:2]([CH3:22])[C:3]1[C:4]2[S:17][C:16]3[CH:18]=[CH:19][CH:20]=[CH:21][C:15]=3[C:5]=2[N:6]=[C:7]([NH:9][C@H:10]2[CH2:14][CH2:13][N:12]([C:33](=[O:34])[CH2:32][C:29]3[CH:30]=[CH:31][C:26]([O:25][C:24]([F:36])([F:23])[F:37])=[CH:27][CH:28]=3)[CH2:11]2)[N:8]=1. The catalyst class is: 39.